Dataset: Reaction yield outcomes from USPTO patents with 853,638 reactions. Task: Predict the reaction yield, written as a fraction of the theoretical maximum amount of product (1.0 means a 100% yield; for example, 0.34 means a 34% yield). (1) The reactants are [OH:1][C:2]1[CH:3]=[CH:4][C:5]([NH:12][S:13]([C:16]2[CH:21]=[CH:20][C:19]([CH3:22])=[CH:18][CH:17]=2)(=[O:15])=[O:14])=[C:6]([CH:11]=1)[C:7]([O:9][CH3:10])=[O:8].[Cl:23][C:24]1[CH:29]=[C:28](F)[CH:27]=[CH:26][C:25]=1[N+:31]([O-:33])=[O:32].C(=O)([O-])[O-].[K+].[K+]. The catalyst is CN(C=O)C.O. The product is [CH3:10][O:9][C:7](=[O:8])[C:6]1[CH:11]=[C:2]([O:1][C:28]2[CH:27]=[CH:26][C:25]([N+:31]([O-:33])=[O:32])=[C:24]([Cl:23])[CH:29]=2)[CH:3]=[CH:4][C:5]=1[NH:12][S:13]([C:16]1[CH:21]=[CH:20][C:19]([CH3:22])=[CH:18][CH:17]=1)(=[O:15])=[O:14]. The yield is 0.360. (2) The reactants are Cl[C:2]1[C:11]2[C:6](=[C:7]([O:13][CH3:14])[CH:8]=[C:9]([F:12])[CH:10]=2)[CH:5]=[CH:4][N:3]=1.[F-:15].[Cs+]. The catalyst is CS(C)=O.CCOC(C)=O. The product is [F:15][C:2]1[C:11]2[C:6](=[C:7]([O:13][CH3:14])[CH:8]=[C:9]([F:12])[CH:10]=2)[CH:5]=[CH:4][N:3]=1. The yield is 1.05. (3) The reactants are [F:1][C:2]1[CH:3]=[C:4]([C:21]([O:23]C)=O)[C:5]2[O:9][C:8]([C:10]3[CH:15]=[CH:14][C:13]([CH2:16][N:17]([CH3:19])[CH3:18])=[CH:12][CH:11]=3)=[CH:7][C:6]=2[CH:20]=1.[NH3:25]. The catalyst is CO. The product is [F:1][C:2]1[CH:3]=[C:4]([C:21]([NH2:25])=[O:23])[C:5]2[O:9][C:8]([C:10]3[CH:15]=[CH:14][C:13]([CH2:16][N:17]([CH3:19])[CH3:18])=[CH:12][CH:11]=3)=[CH:7][C:6]=2[CH:20]=1. The yield is 0.750. (4) The reactants are [C:1]([N:4]1[CH2:9][CH2:8][N:7]2[N:10]=[C:11]([NH:13][C:14]3[C:15](=[O:30])[N:16]([CH3:29])[CH:17]=[C:18](B4OC(C)(C)C(C)(C)O4)[CH:19]=3)[CH:12]=[C:6]2[CH2:5]1)(=[O:3])[CH3:2].[C:31]([O:34][CH2:35][C:36]1[C:37]([N:45]2[CH2:57][CH2:56][N:48]3[C:49]4[CH2:50][CH2:51][CH2:52][CH2:53][C:54]=4[CH:55]=[C:47]3[C:46]2=[O:58])=[N:38][CH:39]=[CH:40][C:41]=1B(O)O)(=[O:33])[CH3:32].C([O-])(=O)C.[Na+].[O-]P([O-])([O-])=O.[K+].[K+].[K+]. The catalyst is C1C=CC(P(C2C=CC=CC=2)[C-]2C=CC=C2)=CC=1.C1C=CC(P(C2C=CC=CC=2)[C-]2C=CC=C2)=CC=1.Cl[Pd]Cl.[Fe+2].C(#N)C.O. The product is [C:31]([O:34][CH2:35][C:36]1[C:37]([N:45]2[CH2:57][CH2:56][N:48]3[C:49]4[CH2:50][CH2:51][CH2:52][CH2:53][C:54]=4[CH:55]=[C:47]3[C:46]2=[O:58])=[N:38][CH:39]=[CH:40][C:41]=1[C:18]1[CH:19]=[C:14]([NH:13][C:11]2[CH:12]=[C:6]3[CH2:5][N:4]([C:1](=[O:3])[CH3:2])[CH2:9][CH2:8][N:7]3[N:10]=2)[C:15](=[O:30])[N:16]([CH3:29])[CH:17]=1)(=[O:33])[CH3:32]. The yield is 0.480. (5) The reactants are [CH:1]12[CH2:10][CH:5]3[CH2:6][CH:7]([CH2:9][CH:3]([CH2:4]3)[CH:2]1[O:11][CH2:12][C:13]1[C:25](Cl)=[CH:24][C:16]([C:17]([NH:19][S:20]([CH3:23])(=[O:22])=[O:21])=[O:18])=[C:15]([F:27])[CH:14]=1)[CH2:8]2.[CH:28]1(B(O)O)[CH2:30][CH2:29]1.P([O-])([O-])([O-])=O.[K+].[K+].[K+].F[B-](F)(F)F.C1(P(C2CCCCC2)C2CCCCC2)CCCCC1.Cl. The catalyst is C1(C)C=CC=CC=1.O.C([O-])(=O)C.[Pd+2].C([O-])(=O)C. The product is [CH:1]12[CH2:10][CH:5]3[CH2:6][CH:7]([CH2:9][CH:3]([CH2:4]3)[CH:2]1[O:11][CH2:12][C:13]1[C:25]([CH:28]3[CH2:30][CH2:29]3)=[CH:24][C:16]([C:17]([NH:19][S:20]([CH3:23])(=[O:22])=[O:21])=[O:18])=[C:15]([F:27])[CH:14]=1)[CH2:8]2. The yield is 0.620. (6) The reactants are C[O:2][C:3](=[O:23])[CH:4]=[CH:5][C:6]1[CH:11]=[CH:10][CH:9]=[C:8]([S:12](=[O:22])(=[O:21])[N:13]([CH3:20])[C:14]2[CH:19]=[CH:18][CH:17]=[CH:16][CH:15]=2)[CH:7]=1.[OH-].[Na+]. The catalyst is CO. The product is [CH3:20][N:13]([C:14]1[CH:19]=[CH:18][CH:17]=[CH:16][CH:15]=1)[S:12]([C:8]1[CH:7]=[C:6]([CH:5]=[CH:4][C:3]([OH:23])=[O:2])[CH:11]=[CH:10][CH:9]=1)(=[O:21])=[O:22]. The yield is 0.940.